Task: Predict which catalyst facilitates the given reaction.. Dataset: Catalyst prediction with 721,799 reactions and 888 catalyst types from USPTO (1) The catalyst class is: 809. Product: [N+:10]([N:1]1[C:9]2[C:4](=[CH:5][CH:6]=[CH:7][CH:8]=2)[CH2:3][CH2:2]1)([O-:12])=[O:11]. Reactant: [NH:1]1[C:9]2[C:4](=[CH:5][CH:6]=[CH:7][CH:8]=2)[CH2:3][CH2:2]1.[N:10]([O-:12])=[O:11].[Na+].Cl. (2) Reactant: [Br:1][C:2]1[CH:3]=[CH:4][CH:5]=[C:6]2[C:10]=1[NH:9][C:8]([CH3:11])=[CH:7]2.[Al](Cl)(CC)CC.[C:18](Cl)([CH3:20])=[O:19].C([O-])([O-])=O.[Cs+].[Cs+].[Cl:28][CH2:29][CH2:30][CH2:31]I. Product: [Br:1][C:2]1[CH:3]=[CH:4][CH:5]=[C:6]2[C:10]=1[N:9]([CH2:31][CH2:30][CH2:29][Cl:28])[C:8]([CH3:11])=[C:7]2[C:18](=[O:19])[CH3:20]. The catalyst class is: 759. (3) Reactant: [CH3:1][O:2][C:3]([C:5]1[N:10]=[C:9]([Cl:11])[N:8]=[C:7](Cl)[C:6]=1[Cl:13])=[O:4].[CH2:14]([NH2:17])[CH:15]=[CH2:16].C(N(CC)CC)C.O. Product: [Cl:11][C:9]1[N:8]=[C:7]([NH:17][CH2:14][CH:15]=[CH2:16])[C:6]([Cl:13])=[C:5]([C:3]([O:2][CH3:1])=[O:4])[N:10]=1. The catalyst class is: 216. (4) Reactant: [Br:1][C:2]1[CH:10]=[C:9]2[C:5]([C:6]([CH2:34][O:35][CH3:36])=[CH:7][N:8]2[S:11]([C:14]2[CH:15]=[CH:16][C:17]([O:32][CH3:33])=[C:18]([N:20]3[CH2:25][CH2:24][N:23](C(=O)C(F)(F)F)[CH2:22][CH2:21]3)[CH:19]=2)(=[O:13])=[O:12])=[CH:4][CH:3]=1.[OH-].[K+]. Product: [Br:1][C:2]1[CH:10]=[C:9]2[C:5]([C:6]([CH2:34][O:35][CH3:36])=[CH:7][N:8]2[S:11]([C:14]2[CH:15]=[CH:16][C:17]([O:32][CH3:33])=[C:18]([N:20]3[CH2:25][CH2:24][NH:23][CH2:22][CH2:21]3)[CH:19]=2)(=[O:13])=[O:12])=[CH:4][CH:3]=1. The catalyst class is: 1. (5) Reactant: Br[CH2:2][C:3]1[CH:12]=[CH:11][C:6]([C:7]([O:9][CH3:10])=[O:8])=[CH:5][CH:4]=1.[CH3:13][NH:14][CH2:15][CH2:16][NH:17][CH3:18].C(N(CC)CC)C.C(=O)(O)[O-].[Na+]. The catalyst class is: 7. Product: [CH3:13][N:14]([CH2:2][C:3]1[CH:12]=[CH:11][C:6]([C:7]([O:9][CH3:10])=[O:8])=[CH:5][CH:4]=1)[CH2:15][CH2:16][NH:17][CH3:18]. (6) Reactant: [F:1][C:2]1([F:39])[C@@H:7]([O:8][C:9]2[CH:16]=[CH:15][C:14]([C:17]3[N:22]=[C:21]([NH:23][C:24]4[CH:29]=[CH:28][C:27]([CH:30]5[CH2:35][CH2:34][NH:33][CH2:32][CH2:31]5)=[C:26]([CH3:36])[CH:25]=4)[N:20]=[CH:19][N:18]=3)=[CH:13][C:10]=2[C:11]#[N:12])[CH2:6][CH2:5][N:4]([CH:37]=[O:38])[CH2:3]1.C=O.[C:42](O[BH-](OC(=O)C)OC(=O)C)(=O)C.[Na+]. Product: [F:39][C:2]1([F:1])[C@@H:7]([O:8][C:9]2[CH:16]=[CH:15][C:14]([C:17]3[N:22]=[C:21]([NH:23][C:24]4[CH:29]=[CH:28][C:27]([CH:30]5[CH2:35][CH2:34][N:33]([CH3:42])[CH2:32][CH2:31]5)=[C:26]([CH3:36])[CH:25]=4)[N:20]=[CH:19][N:18]=3)=[CH:13][C:10]=2[C:11]#[N:12])[CH2:6][CH2:5][N:4]([CH:37]=[O:38])[CH2:3]1. The catalyst class is: 5. (7) Reactant: [CH2:1]([O:8][C:9]([NH:11][C@@H:12]([CH2:17][CH2:18][CH2:19][NH:20][C:21]([O:23][C:24]([CH3:27])([CH3:26])[CH3:25])=[O:22])[CH2:13][C:14]([OH:16])=[O:15])=[O:10])[C:2]1[CH:7]=[CH:6][CH:5]=[CH:4][CH:3]=1.C(N(CC)CC)C.Cl[C:36]([O:38][CH2:39]C)=[O:37]. Product: [C:36](=[O:37])([O:38][CH3:39])[O:15][C:14](=[O:16])[CH2:13][C@@H:12]([NH:11][C:9]([O:8][CH2:1][C:2]1[CH:3]=[CH:4][CH:5]=[CH:6][CH:7]=1)=[O:10])[CH2:17][CH2:18][CH2:19][NH:20][C:21]([O:23][C:24]([CH3:27])([CH3:26])[CH3:25])=[O:22]. The catalyst class is: 1.